Dataset: M1 muscarinic receptor antagonist screen with 61,756 compounds. Task: Binary Classification. Given a drug SMILES string, predict its activity (active/inactive) in a high-throughput screening assay against a specified biological target. The compound is S(=O)(=O)(NC(=O)c1c(F)cccc1)c1ccccc1. The result is 0 (inactive).